Task: Regression. Given a peptide amino acid sequence and an MHC pseudo amino acid sequence, predict their binding affinity value. This is MHC class I binding data.. Dataset: Peptide-MHC class I binding affinity with 185,985 pairs from IEDB/IMGT (1) The peptide sequence is AEIESATLF. The MHC is HLA-A26:01 with pseudo-sequence HLA-A26:01. The binding affinity (normalized) is 0.0847. (2) The peptide sequence is LMAEDLANV. The MHC is HLA-A02:06 with pseudo-sequence HLA-A02:06. The binding affinity (normalized) is 1.00.